Dataset: Peptide-MHC class II binding affinity with 134,281 pairs from IEDB. Task: Regression. Given a peptide amino acid sequence and an MHC pseudo amino acid sequence, predict their binding affinity value. This is MHC class II binding data. (1) The peptide sequence is TPTSLLISWGHYPLH. The MHC is DRB1_1101 with pseudo-sequence DRB1_1101. The binding affinity (normalized) is 0.367. (2) The peptide sequence is FGPASFARIETAFAN. The MHC is DRB1_0701 with pseudo-sequence DRB1_0701. The binding affinity (normalized) is 0.472. (3) The peptide sequence is RNEFPLLTTKRVFWR. The MHC is DRB1_0802 with pseudo-sequence DRB1_0802. The binding affinity (normalized) is 0.822. (4) The binding affinity (normalized) is 0.184. The peptide sequence is QIGNRPGPSRGVQGF. The MHC is DRB1_0404 with pseudo-sequence DRB1_0404. (5) The peptide sequence is GQWRGAAGTAAQAAV. The MHC is DRB5_0101 with pseudo-sequence DRB5_0101. The binding affinity (normalized) is 0.643. (6) The peptide sequence is GELQKVDKIDAAFKI. The MHC is DRB1_0802 with pseudo-sequence DRB1_0802. The binding affinity (normalized) is 0.424. (7) The peptide sequence is LLNRFTMTHRRPTIE. The MHC is DRB1_1101 with pseudo-sequence DRB1_1101. The binding affinity (normalized) is 0.952.